The task is: Predict the reactants needed to synthesize the given product.. This data is from Full USPTO retrosynthesis dataset with 1.9M reactions from patents (1976-2016). (1) Given the product [CH3:14][N:15]([CH3:17])/[CH:16]=[CH:10]/[C:9]([C:3]1[CH:4]=[CH:5][C:6]([CH3:8])=[CH:7][C:2]=1[OH:1])=[O:11], predict the reactants needed to synthesize it. The reactants are: [OH:1][C:2]1[CH:7]=[C:6]([CH3:8])[CH:5]=[CH:4][C:3]=1[C:9](=[O:11])[CH3:10].CO[CH:14](OC)[N:15]([CH3:17])[CH3:16]. (2) Given the product [CH3:46][O:68][C:2]1[CH:7]=[CH:6][C:5]([C:8]2[CH:12]=[C:11]([C:13]3[CH:14]=[CH:15][C:16]([O:31][CH3:27])=[CH:17][CH:18]=3)[N:10]([CH2:19][C:20]([OH:22])=[O:21])[N:9]=2)=[CH:4][CH:3]=1, predict the reactants needed to synthesize it. The reactants are: F[C:2]1[CH:7]=[CH:6][C:5]([C:8]2[CH:12]=[C:11]([C:13]3[CH:18]=[CH:17][CH:16]=[CH:15][CH:14]=3)[N:10]([CH2:19][C:20]([OH:22])=[O:21])[N:9]=2)=[CH:4][C:3]=1C.CN([C:27]([O:31]N1N=NC2C=CC=CC1=2)=[N+](C)C)C.[B-](F)(F)(F)F.[CH3:46]CN(C(C)C)C(C)C.ClC1C=C(N2CCNCC2)N=CN=1.[OH-:68].[Na+]. (3) Given the product [CH:1]1([C:7]2[CH:15]=[CH:14][C:10]([CH2:11][OH:12])=[CH:9][C:8]=2[F:16])[CH2:2][CH2:3][CH2:4][CH2:5][CH2:6]1, predict the reactants needed to synthesize it. The reactants are: [CH:1]1([C:7]2[CH:15]=[CH:14][C:10]([C:11](O)=[O:12])=[CH:9][C:8]=2[F:16])[CH2:6][CH2:5][CH2:4][CH2:3][CH2:2]1. (4) Given the product [CH3:1][C:2]1([CH3:29])[C:11]2[CH:10]=[C:9]([Se:12][C:13]#[C:14][C:15]([CH3:21])=[CH:16][C:17]([OH:19])=[O:18])[CH:8]=[CH:7][C:6]=2[C:5]([C:22]2[CH:27]=[CH:26][C:25]([CH3:28])=[CH:24][CH:23]=2)=[CH:4][CH2:3]1, predict the reactants needed to synthesize it. The reactants are: [CH3:1][C:2]1([CH3:29])[C:11]2[CH:10]=[C:9]([Se:12][C:13]#[C:14][C:15]([CH3:21])=[CH:16][C:17]([O:19]C)=[O:18])[CH:8]=[CH:7][C:6]=2[C:5]([C:22]2[CH:27]=[CH:26][C:25]([CH3:28])=[CH:24][CH:23]=2)=[CH:4][CH2:3]1.O.[OH-].[Li+].